Predict the product of the given reaction. From a dataset of Forward reaction prediction with 1.9M reactions from USPTO patents (1976-2016). (1) Given the reactants Cl.Cl.[F:3][C:4]1[C:12]2[O:11][CH:10]=[CH:9][C:8]=2[C:7]([CH:13]2[CH2:18][CH2:17][N:16]([CH2:19][CH2:20][C@H:21]3[CH2:26][CH2:25][C@H:24]([NH2:27])[CH2:23][CH2:22]3)[CH2:15][CH2:14]2)=[CH:6][CH:5]=1.[C:28](O)(=[O:30])[CH3:29], predict the reaction product. The product is: [F:3][C:4]1[C:12]2[O:11][CH:10]=[CH:9][C:8]=2[C:7]([CH:13]2[CH2:18][CH2:17][N:16]([CH2:19][CH2:20][C@H:21]3[CH2:22][CH2:23][C@H:24]([NH:27][C:28](=[O:30])[CH3:29])[CH2:25][CH2:26]3)[CH2:15][CH2:14]2)=[CH:6][CH:5]=1. (2) Given the reactants [CH2:1]([OH:13])[CH2:2][CH2:3][CH2:4][CH2:5][CH2:6][CH2:7][CH2:8][CH2:9][CH2:10][CH2:11][CH3:12].[H-].[Na+].[Br:16][C:17]1[CH:22]=[CH:21][CH:20]=[C:19](Br)[N:18]=1, predict the reaction product. The product is: [Br:16][C:17]1[CH:22]=[CH:21][CH:20]=[C:19]([O:13][CH2:1][CH2:2][CH2:3][CH2:4][CH2:5][CH2:6][CH2:7][CH2:8][CH2:9][CH2:10][CH2:11][CH3:12])[N:18]=1. (3) The product is: [CH3:18][O:19][CH2:20][O:8][C:3]1[CH:4]=[CH:5][CH:6]=[CH:7][C:2]=1[Br:1]. Given the reactants [Br:1][C:2]1[CH:7]=[CH:6][CH:5]=[CH:4][C:3]=1[OH:8].C(N(C(C)C)CC)(C)C.[CH3:18][O:19][CH2:20]Cl, predict the reaction product. (4) Given the reactants [CH3:1][C:2]1[C:3]([C:22]([OH:24])=O)=[CH:4][C:5]2[C:6]3[N:15]([CH:16]4[CH2:21][CH2:20][O:19][CH2:18][CH2:17]4)[N:14]=[CH:13][C:7]=3[C:8](=[O:12])[NH:9][C:10]=2[CH:11]=1.[N:25]1[CH:30]=[CH:29][CH:28]=[C:27]([CH2:31][N:32]2[CH2:37][CH2:36][NH:35][CH2:34][CH2:33]2)[CH:26]=1.CCN(C(C)C)C(C)C.CN(C(ON1N=NC2C=CC=CC1=2)=[N+](C)C)C.[B-](F)(F)(F)F.C(=O)([O-])O.[Na+].C(OCC)(=O)C.[ClH:80], predict the reaction product. The product is: [ClH:80].[ClH:80].[CH3:1][C:2]1[C:3]([C:22]([N:35]2[CH2:36][CH2:37][N:32]([CH2:31][C:27]3[CH:26]=[N:25][CH:30]=[CH:29][CH:28]=3)[CH2:33][CH2:34]2)=[O:24])=[CH:4][C:5]2[C:6]3[N:15]([CH:16]4[CH2:21][CH2:20][O:19][CH2:18][CH2:17]4)[N:14]=[CH:13][C:7]=3[C:8](=[O:12])[NH:9][C:10]=2[CH:11]=1. (5) Given the reactants [CH:1]([C:4]1[CH:9]=[CH:8][CH:7]=[CH:6][C:5]=1[OH:10])([CH3:3])[CH3:2].C(OC(C)(C)C)(C)(C)C.[K].O.[C:22]([O:26][C:27](=[O:30])[CH:28]=[CH2:29])([CH3:25])([CH3:24])[CH3:23], predict the reaction product. The product is: [CH:1]([C:4]1[CH:9]=[CH:8][CH:7]=[CH:6][C:5]=1[O:10][CH2:29][CH2:28][C:27]([O:26][C:22]([CH3:25])([CH3:24])[CH3:23])=[O:30])([CH3:3])[CH3:2].